From a dataset of Forward reaction prediction with 1.9M reactions from USPTO patents (1976-2016). Predict the product of the given reaction. (1) Given the reactants [H-].[Na+].[Br:3][C:4]1[CH:9]=[CH:8][C:7]([CH2:10][CH2:11][OH:12])=[CH:6][CH:5]=1.[C:13]([C:15]1[CH:16]=[C:17]([NH:26][C:27](=O)[O:28]C2C=CC=CC=2)[CH:18]=[CH:19][C:20]=1[S:21]([CH2:24][CH3:25])(=[O:23])=[O:22])#[N:14], predict the reaction product. The product is: [C:13]([C:15]1[CH:16]=[C:17]([NH:26][C:27](=[O:28])[O:12][CH2:11][CH2:10][C:7]2[CH:8]=[CH:9][C:4]([Br:3])=[CH:5][CH:6]=2)[CH:18]=[CH:19][C:20]=1[S:21]([CH2:24][CH3:25])(=[O:23])=[O:22])#[N:14]. (2) Given the reactants [OH:1][C@@H:2]1[CH2:7][CH2:6][C@H:5]([C:8]([O:10][CH3:11])=[O:9])[C@H:4]([O:12][CH3:13])[CH2:3]1.[CH3:14][S:15](Cl)(=[O:17])=[O:16], predict the reaction product. The product is: [CH3:13][O:12][C@@H:4]1[CH2:3][C@H:2]([O:1][S:15]([CH3:14])(=[O:17])=[O:16])[CH2:7][CH2:6][C@@H:5]1[C:8]([O:10][CH3:11])=[O:9]. (3) Given the reactants [Si:1]([O:8][CH2:9][CH2:10][CH2:11][CH2:12][CH2:13][CH2:14][CH2:15][CH2:16][CH2:17][CH2:18][CH2:19][CH2:20][C:21]#[C:22][C:23]1[C:32]([O:33][CH3:34])=[CH:31][C:26]([C:27]([O:29][CH3:30])=[O:28])=[CH:25][C:24]=1[O:35][CH3:36])([C:4]([CH3:7])([CH3:6])[CH3:5])([CH3:3])[CH3:2], predict the reaction product. The product is: [Si:1]([O:8][CH2:9][CH2:10][CH2:11][CH2:12][CH2:13][CH2:14][CH2:15][CH2:16][CH2:17][CH2:18][CH2:19][CH2:20][CH2:21][CH2:22][C:23]1[C:24]([O:35][CH3:36])=[CH:25][C:26]([C:27]([O:29][CH3:30])=[O:28])=[CH:31][C:32]=1[O:33][CH3:34])([C:4]([CH3:7])([CH3:6])[CH3:5])([CH3:2])[CH3:3]. (4) Given the reactants [Cl:1][C:2]1[CH:3]=[C:4]([N:8]2[CH2:13][CH2:12][NH:11][CH2:10][CH2:9]2)[CH:5]=[CH:6][CH:7]=1.Cl[CH2:15][CH2:16][C:17]([O:19][CH3:20])=[O:18].C(=O)([O-])[O-].[Cs+].[Cs+], predict the reaction product. The product is: [CH3:20][O:19][C:17](=[O:18])[CH2:16][CH2:15][N:11]1[CH2:12][CH2:13][N:8]([C:4]2[CH:5]=[CH:6][CH:7]=[C:2]([Cl:1])[CH:3]=2)[CH2:9][CH2:10]1. (5) Given the reactants Br[CH2:2][C:3]1[CH:7]=[C:6]([C:8]2[CH:13]=[CH:12][C:11]([C:14]([F:17])([F:16])[F:15])=[CH:10][CH:9]=2)[S:5][C:4]=1[C:18](OC)=[O:19].[CH3:22][CH:23]([SH:25])[CH3:24], predict the reaction product. The product is: [F:16][C:14]([F:15])([F:17])[C:11]1[CH:12]=[CH:13][C:8]([C:6]2[S:5][C:4]([CH2:18][OH:19])=[C:3]([CH2:2][S:25][CH:23]([CH3:24])[CH3:22])[CH:7]=2)=[CH:9][CH:10]=1. (6) The product is: [F:26][C:27]1[C:32]([CH:33]=[O:34])=[CH:31][CH:30]=[CH:29][C:28]=1[C:2]1[CH:3]=[C:4]([CH2:16][N:17]([CH3:25])[C:18](=[O:24])[O:19][C:20]([CH3:23])([CH3:22])[CH3:21])[S:5][C:6]=1[S:7]([C:10]1[CH:15]=[CH:14][CH:13]=[CH:12][CH:11]=1)(=[O:9])=[O:8]. Given the reactants Br[C:2]1[CH:3]=[C:4]([CH2:16][N:17]([CH3:25])[C:18](=[O:24])[O:19][C:20]([CH3:23])([CH3:22])[CH3:21])[S:5][C:6]=1[S:7]([C:10]1[CH:15]=[CH:14][CH:13]=[CH:12][CH:11]=1)(=[O:9])=[O:8].[F:26][C:27]1[C:32]([CH:33]=[O:34])=[CH:31][CH:30]=[CH:29][C:28]=1B(O)O.C(=O)([O-])[O-].[Na+].[Na+].COCCOC, predict the reaction product. (7) Given the reactants C(=O)([O-])[O-].[K+].[K+].[CH2:7]([C:9]1[CH:14]=[CH:13][C:12]([C:15]2[C:23]3[C:22]([O:24][C@@H:25]4[CH2:30][CH2:29][CH2:28][NH:27][CH2:26]4)=[N:21][CH:20]=[N:19][C:18]=3[O:17][C:16]=2[C:31]2[CH:36]=[CH:35][CH:34]=[CH:33][C:32]=2[F:37])=[CH:11][CH:10]=1)[CH3:8].[CH3:38][O:39][C:40](=[O:45])[CH2:41][CH2:42][CH2:43]Br, predict the reaction product. The product is: [CH3:38][O:39][C:40](=[O:45])[CH2:41][CH2:42][CH2:43][N:27]1[CH2:28][CH2:29][CH2:30][C@@H:25]([O:24][C:22]2[C:23]3[C:15]([C:12]4[CH:13]=[CH:14][C:9]([CH2:7][CH3:8])=[CH:10][CH:11]=4)=[C:16]([C:31]4[CH:36]=[CH:35][CH:34]=[CH:33][C:32]=4[F:37])[O:17][C:18]=3[N:19]=[CH:20][N:21]=2)[CH2:26]1. (8) Given the reactants C(O)(=O)C.[N:5]1[CH:10]=[CH:9][CH:8]=[CH:7][C:6]=1[CH2:11][NH:12][C:13](=[O:35])[C:14]1[CH:19]=[CH:18][C:17]([NH:20][C:21](=O)[CH3:22])=[C:16]([NH:24][CH2:25][C:26]2[CH:31]=[CH:30][C:29]3[O:32][CH2:33][O:34][C:28]=3[CH:27]=2)[CH:15]=1, predict the reaction product. The product is: [CH3:22][C:21]1[N:24]([CH2:25][C:26]2[CH:31]=[CH:30][C:29]3[O:32][CH2:33][O:34][C:28]=3[CH:27]=2)[C:16]2[CH:15]=[C:14]([C:13](=[O:35])[NH:12][CH2:11][C:6]3[CH:7]=[CH:8][CH:9]=[CH:10][N:5]=3)[CH:19]=[CH:18][C:17]=2[N:20]=1. (9) Given the reactants [Cl:1][C:2]1[CH:7]=[CH:6][CH:5]=[CH:4][C:3]=1[C:8]1[N:17]=[C:16]([N:18]2[CH2:23][CH2:22][N:21]([CH3:24])[CH2:20][CH2:19]2)[C:15]2[C:10](=[CH:11][CH:12]=[C:13]([C:25](O)=[O:26])[CH:14]=2)[N:9]=1.[CH2:28]([NH:30][CH2:31][CH3:32])[CH3:29].ON1C2C=CC=CC=2N=N1, predict the reaction product. The product is: [Cl:1][C:2]1[CH:7]=[CH:6][CH:5]=[CH:4][C:3]=1[C:8]1[N:17]=[C:16]([N:18]2[CH2:19][CH2:20][N:21]([CH3:24])[CH2:22][CH2:23]2)[C:15]2[C:10](=[CH:11][CH:12]=[C:13]([C:25]([N:30]([CH2:31][CH3:32])[CH2:28][CH3:29])=[O:26])[CH:14]=2)[N:9]=1. (10) Given the reactants [CH3:1][O:2][C:3]([NH:5][C@@H:6]([CH:10]([CH3:12])[CH3:11])[C:7]([OH:9])=O)=[O:4].CN(C(ON1N=NC2C=CC=NC1=2)=[N+](C)C)C.F[P-](F)(F)(F)(F)F.[CH2:37]1[C:41]2([CH2:46][CH2:45][O:44][CH2:43][CH2:42]2)[CH2:40][CH:39]([C:47]([O:49][CH2:50][CH3:51])=[O:48])[NH:38]1.C(Cl)Cl, predict the reaction product. The product is: [CH3:1][O:2][C:3]([NH:5][C@@H:6]([CH:10]([CH3:12])[CH3:11])[C:7]([N:38]1[C@H:39]([C:47]([O:49][CH2:50][CH3:51])=[O:48])[CH2:40][C:41]2([CH2:46][CH2:45][O:44][CH2:43][CH2:42]2)[CH2:37]1)=[O:9])=[O:4].